The task is: Predict the product of the given reaction.. This data is from Forward reaction prediction with 1.9M reactions from USPTO patents (1976-2016). Given the reactants [C:1]([CH:8]([NH2:15])[CH:9]1[CH2:14][CH2:13][NH:12][CH2:11][CH2:10]1)([O:3][C:4]([CH3:7])([CH3:6])[CH3:5])=[O:2].[C:16]1(=O)[CH2:20][CH2:19][CH2:18][CH2:17]1, predict the reaction product. The product is: [C:1]([CH:8]([NH2:15])[CH:9]1[CH2:10][CH2:11][N:12]([CH:16]2[CH2:20][CH2:19][CH2:18][CH2:17]2)[CH2:13][CH2:14]1)([O:3][C:4]([CH3:7])([CH3:6])[CH3:5])=[O:2].